Dataset: Full USPTO retrosynthesis dataset with 1.9M reactions from patents (1976-2016). Task: Predict the reactants needed to synthesize the given product. (1) Given the product [CH3:10][O:11][C:12](=[O:33])[C@@H:13]([CH:23]([F:7])[C:24]([N:26]1[CH2:31][CH2:30][O:29][CH2:28][CH2:27]1)=[O:25])[CH2:14][CH2:15][CH2:16][C:17]1[CH:22]=[CH:21][CH:20]=[CH:19][CH:18]=1, predict the reactants needed to synthesize it. The reactants are: C(N(S(F)(F)[F:7])CC)C.[CH3:10][O:11][C:12](=[O:33])[C@@H:13]([C@H:23](O)[C:24]([N:26]1[CH2:31][CH2:30][O:29][CH2:28][CH2:27]1)=[O:25])[CH2:14][CH2:15][CH2:16][C:17]1[CH:22]=[CH:21][CH:20]=[CH:19][CH:18]=1. (2) The reactants are: C(OC([NH:8][CH2:9][CH2:10][CH2:11][N:12]1[C:21]2[C:22]3[CH:23]=[CH:24][CH:25]=[CH:26][C:27]=3[C:28](=[O:29])[C:20]=2[C:19]2[C:14](=[CH:15][C:16]([NH:30][C:31](=[O:39])[CH2:32][CH2:33][CH2:34][C:35]([O:37][CH3:38])=[O:36])=[CH:17][CH:18]=2)[C:13]1=[O:40])=O)(C)(C)C.FC(F)(F)C(O)=O. Given the product [NH2:8][CH2:9][CH2:10][CH2:11][N:12]1[C:21]2[C:22]3[CH:23]=[CH:24][CH:25]=[CH:26][C:27]=3[C:28](=[O:29])[C:20]=2[C:19]2[C:14](=[CH:15][C:16]([NH:30][C:31](=[O:39])[CH2:32][CH2:33][CH2:34][C:35]([O:37][CH3:38])=[O:36])=[CH:17][CH:18]=2)[C:13]1=[O:40], predict the reactants needed to synthesize it. (3) Given the product [CH3:25][C:26]1[CH:31]=[CH:30][C:29]([S:32]([O:1][CH2:2][CH2:3][O:4][CH:5]2[CH2:14][CH2:13][C:12]3[C:7](=[CH:8][CH:9]=[C:10]([C@H:15]4[CH2:24][CH2:23][C@@:17]5([NH:21][C:20](=[O:22])[O:19][CH2:18]5)[CH2:16]4)[CH:11]=3)[CH2:6]2)(=[O:34])=[O:33])=[CH:28][CH:27]=1, predict the reactants needed to synthesize it. The reactants are: [OH:1][CH2:2][CH2:3][O:4][CH:5]1[CH2:14][CH2:13][C:12]2[CH:11]=[C:10]([C@H:15]3[CH2:24][CH2:23][C@@:17]4([NH:21][C:20](=[O:22])[O:19][CH2:18]4)[CH2:16]3)[CH:9]=[CH:8][C:7]=2[CH2:6]1.[CH3:25][C:26]1[CH:31]=[CH:30][C:29]([S:32](Cl)(=[O:34])=[O:33])=[CH:28][CH:27]=1. (4) Given the product [O:10]=[P:9]12[O:8][P:7]3([O:14][P:12]([O:15][P:16]([O:18]3)([O:19]1)=[O:17])(=[O:13])[O:11]2)=[O:6], predict the reactants needed to synthesize it. The reactants are: CS(O)(=O)=O.[O:6]=[P:7]12[O:18][P:16]3([O:19][P:9]([O:11][P:12]([O:15]3)([O:14]1)=[O:13])(=[O:10])[O:8]2)=[O:17].CS(O)(=O)=O.